This data is from Peptide-MHC class I binding affinity with 185,985 pairs from IEDB/IMGT. The task is: Regression. Given a peptide amino acid sequence and an MHC pseudo amino acid sequence, predict their binding affinity value. This is MHC class I binding data. The peptide sequence is ALKKETIVL. The MHC is HLA-A02:01 with pseudo-sequence HLA-A02:01. The binding affinity (normalized) is 0.378.